This data is from Full USPTO retrosynthesis dataset with 1.9M reactions from patents (1976-2016). The task is: Predict the reactants needed to synthesize the given product. (1) Given the product [CH2:11]([N:13]1[CH2:18][CH2:17][N:16]([C:2]2[CH:7]=[N:6][C:5]([N+:8]([O-:10])=[O:9])=[CH:4][CH:3]=2)[CH2:15][CH2:14]1)[CH3:12], predict the reactants needed to synthesize it. The reactants are: Br[C:2]1[CH:3]=[CH:4][C:5]([N+:8]([O-:10])=[O:9])=[N:6][CH:7]=1.[CH2:11]([N:13]1[CH2:18][CH2:17][NH:16][CH2:15][CH2:14]1)[CH3:12].O. (2) Given the product [O:1]1[CH2:5][CH2:4][C@H:3]([NH:6][C:7]2[N:15]=[CH:14][N:13]=[C:12]3[C:8]=2[N:9]=[CH:10][N:11]3[C@H:16]2[C@H:17]([OH:34])[C@H:18]([OH:33])[C@@H:19]([CH2:21][S:22][C:23]3[N:41]=[CH:40][CH:39]=[CH:38][N:37]=3)[O:20]2)[CH2:2]1, predict the reactants needed to synthesize it. The reactants are: [O:1]1[CH2:5][CH2:4][C@@H:3]([NH:6][C:7]2[N:15]=[CH:14][N:13]=[C:12]3[C:8]=2[N:9]=[CH:10][N:11]3[C@@H:16]2[O:20][C@H:19]([CH2:21][S:22][C:23]3C=CC=CC=3C(OC)=O)[C@@H:18]([OH:33])[C@H:17]2[OH:34])[CH2:2]1.SC1[N:41]=[CH:40][CH:39]=[CH:38][N:37]=1.C(C1C=CC=CC=1S)(OC)=O. (3) Given the product [OH:39][CH2:38][C@@H:37]([NH:36][CH:24]=[C:17]([C:16](=[O:23])[C:4]1[CH:5]=[C:6]([N+:13]([O-:15])=[O:14])[C:7]([C:9]([F:12])([F:11])[F:10])=[CH:8][C:3]=1[O:2][CH3:1])[C:18]([O:20][CH2:21][CH3:22])=[O:19])[C:40]([CH3:43])([CH3:42])[CH3:41], predict the reactants needed to synthesize it. The reactants are: [CH3:1][O:2][C:3]1[CH:8]=[C:7]([C:9]([F:12])([F:11])[F:10])[C:6]([N+:13]([O-:15])=[O:14])=[CH:5][C:4]=1[C:16](=[O:23])[CH2:17][C:18]([O:20][CH2:21][CH3:22])=[O:19].[CH3:24]OC(OC)N(C)C.C(O)(=O)C.[NH2:36][C@@H:37]([C:40]([CH3:43])([CH3:42])[CH3:41])[CH2:38][OH:39]. (4) The reactants are: [Br:1][C:2]1[CH:7]=[CH:6][N:5]=[C:4]2[N:8](S(C3C=CC=CC=3)(=O)=O)[C:9]([CH:11]([F:13])[F:12])=[CH:10][C:3]=12.CCCC[N+](CCCC)(CCCC)CCCC.[F-].CO. Given the product [Br:1][C:2]1[CH:7]=[CH:6][N:5]=[C:4]2[NH:8][C:9]([CH:11]([F:12])[F:13])=[CH:10][C:3]=12, predict the reactants needed to synthesize it. (5) Given the product [F:39][CH:38]([F:40])[O:37][C:34]1[CH:35]=[CH:36][C:31]([C:29](=[O:30])[C:28]([C:24]2[CH:25]=[CH:26][CH:27]=[C:22]([C:13]#[C:12][CH2:11][CH2:10][OH:42])[CH:23]=2)=[O:41])=[CH:32][CH:33]=1, predict the reactants needed to synthesize it. The reactants are: [CH2:10](P([CH2:10][CH2:11][CH2:12][CH3:13])[CH2:10][CH2:11][CH2:12][CH3:13])[CH2:11][CH2:12][CH3:13].C(NC(C)C)(C)C.Br[C:22]1[CH:23]=[C:24]([C:28](=[O:41])[C:29]([C:31]2[CH:36]=[CH:35][C:34]([O:37][CH:38]([F:40])[F:39])=[CH:33][CH:32]=2)=[O:30])[CH:25]=[CH:26][CH:27]=1.[O:42]1CCOCC1. (6) Given the product [NH2:29][C@@H:25]([CH2:24][O:23][CH2:16][C:17]1[CH:22]=[CH:21][CH:20]=[CH:19][CH:18]=1)[C:26]([NH:11][C:10]1[CH:12]=[CH:13][C:7]([O:6][C:5]2[CH:14]=[CH:15][C:2]([F:1])=[CH:3][CH:4]=2)=[CH:8][CH:9]=1)=[O:27], predict the reactants needed to synthesize it. The reactants are: [F:1][C:2]1[CH:15]=[CH:14][C:5]([O:6][C:7]2[CH:13]=[CH:12][C:10]([NH2:11])=[CH:9][CH:8]=2)=[CH:4][CH:3]=1.[CH2:16]([O:23][CH2:24][C@H:25]([NH:29]C(OC(C)(C)C)=O)[C:26](O)=[O:27])[C:17]1[CH:22]=[CH:21][CH:20]=[CH:19][CH:18]=1.